From a dataset of Catalyst prediction with 721,799 reactions and 888 catalyst types from USPTO. Predict which catalyst facilitates the given reaction. (1) Reactant: O=[C:2]([CH2:8][C:9](=O)[CH3:10])[C:3]([O:5][CH2:6][CH3:7])=[O:4].[C:12]([CH2:14][C:15]([NH2:17])=[O:16])#[N:13].N1CCCCC1.Cl. Product: [C:12]([C:14]1[C:15](=[O:16])[NH:17][C:9]([CH3:10])=[CH:8][C:2]=1[C:3]([O:5][CH2:6][CH3:7])=[O:4])#[N:13]. The catalyst class is: 14. (2) Reactant: [CH:1]1[CH:2]=[CH:3][C:4]2[S:15][C:14]3[CH:13]=[CH:12][CH:11]=[CH:10][C:9]=3[N:8]=[C:7]([N:16]3[CH2:21][CH2:20][N:19]([CH2:22][CH2:23][O:24][CH2:25][CH2:26][OH:27])[CH2:18][CH2:17]3)[C:5]=2[CH:6]=1.[C:28]([OH:35])(=[O:34])/[CH:29]=[CH:30]/[C:31]([OH:33])=[O:32]. Product: [CH2:18]1[N:19]([CH2:22][CH2:23][O:24][CH2:25][CH2:26][OH:27])[CH2:20][CH2:21][N:16]([C:7]2[C:5]3[C:4](=[CH:3][CH:2]=[CH:1][CH:6]=3)[S:15][C:14]3[C:9](=[CH:10][CH:11]=[CH:12][CH:13]=3)[N:8]=2)[CH2:17]1.[CH2:18]1[N:19]([CH2:22][CH2:23][O:24][CH2:25][CH2:26][OH:27])[CH2:20][CH2:21][N:16]([C:7]2[C:5]3[C:4](=[CH:3][CH:2]=[CH:1][CH:6]=3)[S:15][C:14]3[C:9](=[CH:10][CH:11]=[CH:12][CH:13]=3)[N:8]=2)[CH2:17]1.[CH:29](/[C:28]([OH:35])=[O:34])=[CH:30]\[C:31]([OH:33])=[O:32]. The catalyst class is: 357. (3) Reactant: [C:1]([O:8][CH3:9])(=[O:7])[CH2:2][C:3]([O:5][CH3:6])=[O:4].[H-].[Na+].[Cl:12][C:13]1[CH:20]=[CH:19][C:16]([CH2:17]Br)=[CH:15][CH:14]=1. Product: [Cl:12][C:13]1[CH:20]=[CH:19][C:16]([CH2:17][CH:2]([C:1]([O:8][CH3:9])=[O:7])[C:3]([O:5][CH3:6])=[O:4])=[CH:15][CH:14]=1. The catalyst class is: 3. (4) Reactant: [Cl:1][C:2]1[C:17]([Cl:18])=[CH:16][CH:15]=[CH:14][C:3]=1[CH2:4][CH:5]([C:8](=O)[C:9]([F:12])([F:11])[F:10])[C:6]#[N:7].O.[NH2:20][NH2:21]. Product: [Cl:1][C:2]1[C:17]([Cl:18])=[CH:16][CH:15]=[CH:14][C:3]=1[CH2:4][C:5]1[C:8]([C:9]([F:10])([F:11])[F:12])=[N:20][NH:21][C:6]=1[NH2:7]. The catalyst class is: 8. (5) Reactant: [C:1]1([C:18]2[CH:23]=[CH:22][CH:21]=[CH:20][CH:19]=2)[CH:6]=[CH:5][C:4]([C@@:7]2([S:16][CH3:17])[CH2:11][NH:10][C@H:9]([C:12]([O:14][CH3:15])=[O:13])[CH2:8]2)=[CH:3][CH:2]=1.C(O)(C(F)(F)F)=O.[C:31]([O:35][C:36]([NH:38][C@@H:39]([C:43]([CH3:46])([CH3:45])[CH3:44])[C:40](O)=[O:41])=[O:37])([CH3:34])([CH3:33])[CH3:32].CN(C(ON1N=NC2C=CC=NC1=2)=[N+](C)C)C.F[P-](F)(F)(F)(F)F.C(N(CC)C(C)C)(C)C. Product: [C:1]1([C:18]2[CH:23]=[CH:22][CH:21]=[CH:20][CH:19]=2)[CH:2]=[CH:3][C:4]([C@@:7]2([S:16][CH3:17])[CH2:11][N:10]([C:40](=[O:41])[C@@H:39]([NH:38][C:36]([O:35][C:31]([CH3:34])([CH3:33])[CH3:32])=[O:37])[C:43]([CH3:46])([CH3:45])[CH3:44])[C@H:9]([C:12]([O:14][CH3:15])=[O:13])[CH2:8]2)=[CH:5][CH:6]=1. The catalyst class is: 2. (6) Reactant: [CH:1]1([N:6]2[CH2:14][C:11]3([CH2:13][CH2:12]3)[C:10](=[O:15])[N:9]([CH3:16])[C:8]3[CH:17]=[N:18][C:19]([NH:21][C:22]4[CH:30]=[CH:29][C:25]([C:26](O)=[O:27])=[CH:24][CH:23]=4)=[N:20][C:7]2=3)[CH2:5][CH2:4][CH2:3][CH2:2]1.ON1[C:36]2[CH:37]=C[CH:39]=[CH:40][C:35]=2[N:34]=N1.F[P-](F)(F)(F)(F)F.CN(C(N(C)C)=[N+]1C2C=CC=CC=2[N+]([O-:61])=N1)C.C(N(C(C)C)C(C)C)C.NC1CCN(C)CC1. Product: [CH:1]1([N:6]2[CH2:14][C:11]3([CH2:12][CH2:13]3)[C:10](=[O:15])[N:9]([CH3:16])[C:8]3[CH:17]=[N:18][C:19]([NH:21][C:22]4[CH:30]=[CH:29][C:25]([C:26]([NH:34][CH:35]5[CH2:40][CH2:39][O:61][CH2:37][CH2:36]5)=[O:27])=[CH:24][CH:23]=4)=[N:20][C:7]2=3)[CH2:2][CH2:3][CH2:4][CH2:5]1. The catalyst class is: 9. (7) Reactant: [NH2:1][C:2]1[C:3]([CH3:18])=[C:4]2[C:8](=[CH:9][C:10]=1[CH3:11])[N:7]([CH2:12][CH2:13][CH2:14][CH2:15][CH2:16][CH3:17])[CH2:6][CH2:5]2.C(N(CC)CC)C.[C:26](Cl)(=[O:31])[C:27]([CH3:30])([CH3:29])[CH3:28].O. Product: [CH2:12]([N:7]1[C:8]2[C:4](=[C:3]([CH3:18])[C:2]([NH:1][C:26](=[O:31])[C:27]([CH3:30])([CH3:29])[CH3:28])=[C:10]([CH3:11])[CH:9]=2)[CH2:5][CH2:6]1)[CH2:13][CH2:14][CH2:15][CH2:16][CH3:17]. The catalyst class is: 22. (8) Reactant: [ClH:1].[CH3:2][N:3]1[C:7]2[CH:8]=[C:9]([S:12][CH3:13])[CH:10]=[CH:11][C:6]=2[N:5]=[C:4]1[CH2:14][O:15][C:16]1[CH:21]=[CH:20][C:19]([CH2:22][CH:23]([CH3:28])[C:24]([O:26]C)=[S:25])=[CH:18][CH:17]=1.Cl. Product: [ClH:1].[CH3:2][N:3]1[C:7]2[CH:8]=[C:9]([S:12][CH3:13])[CH:10]=[CH:11][C:6]=2[N:5]=[C:4]1[CH2:14][O:15][C:16]1[CH:21]=[CH:20][C:19]([CH2:22][CH:23]([CH3:28])[C:24]([OH:26])=[S:25])=[CH:18][CH:17]=1. The catalyst class is: 12. (9) The catalyst class is: 245. Product: [CH3:1][C:2]1[N:3]([CH2:25][C:26]([O:28][CH2:29][CH3:30])=[O:27])[C:4]2[CH2:5][C:6]([CH3:23])([CH3:22])[CH2:7][C:8](=[O:21])[C:9]=2[C:10]=1[CH2:11][C:12]1[CH:17]=[CH:16][CH:15]=[CH:14][C:13]=1[N+:18]([O-:20])=[O:19]. Reactant: [CH3:1][C:2]1[NH:3][C:4]2[CH2:5][C:6]([CH3:23])([CH3:22])[CH2:7][C:8](=[O:21])[C:9]=2[C:10]=1[CH2:11][C:12]1[CH:17]=[CH:16][CH:15]=[CH:14][C:13]=1[N+:18]([O-:20])=[O:19].Br[CH2:25][C:26]([O:28][CH2:29][CH3:30])=[O:27].[I-].[K+].C(=O)([O-])[O-].[K+].[K+].[Cl-].[NH4+].